This data is from Retrosynthesis with 50K atom-mapped reactions and 10 reaction types from USPTO. The task is: Predict the reactants needed to synthesize the given product. (1) Given the product Cc1cncc(N2CC[C@H](NC(=O)OC(C)(C)C)C2)c1, predict the reactants needed to synthesize it. The reactants are: CC(C)(C)OC(=O)N[C@H]1CCNC1.Cc1cncc(Br)c1. (2) Given the product CCCCCC1CCC(C2CCC(C(=O)OCCCBr)CC2)CC1, predict the reactants needed to synthesize it. The reactants are: CCCCCC1CCC(C2CCC(C(=O)O)CC2)CC1.OCCCBr.